This data is from Reaction yield outcomes from USPTO patents with 853,638 reactions. The task is: Predict the reaction yield, written as a fraction of the theoretical maximum amount of product (1.0 means a 100% yield; for example, 0.34 means a 34% yield). (1) The reactants are [B-](F)(F)(F)F.[B-](F)(F)(F)F.C1[N+]2(CCl)CC[N+]([F:21])(CC2)C1.[O:22]1[CH2:27][CH2:26][CH:25]([C:28]2[CH:33]=[CH:32][C:31]([OH:34])=[CH:30][C:29]=2[OH:35])[CH2:24][CH2:23]1. The catalyst is C(#N)C. The product is [F:21][C:32]1[CH:33]=[C:28]([CH:25]2[CH2:24][CH2:23][O:22][CH2:27][CH2:26]2)[C:29]([OH:35])=[CH:30][C:31]=1[OH:34]. The yield is 0.100. (2) The reactants are [C:1]([NH2:9])(=[O:8])[C:2]1[CH:7]=[CH:6][CH:5]=[CH:4][CH:3]=1.C([O-])([O-])=O.[K+].[K+].[C@@H]1(N)CCCC[C@H]1N.Br[C:25]1[CH:30]=[CH:29][CH:28]=[CH:27][C:26]=1[O:31][CH3:32]. The catalyst is [Cu]I.O1CCOCC1. The product is [CH3:32][O:31][C:26]1[CH:27]=[CH:28][CH:29]=[CH:30][C:25]=1[NH:9][C:1](=[O:8])[C:2]1[CH:7]=[CH:6][CH:5]=[CH:4][CH:3]=1. The yield is 0.830. (3) The reactants are Br[C:2]1[CH:16]=[CH:15][C:5]([O:6][CH:7]2[CH2:12][CH2:11][N:10]([CH:13]=[O:14])[CH2:9][CH2:8]2)=[CH:4][CH:3]=1.[B:17]1([B:17]2[O:21][C:20]([CH3:23])([CH3:22])[C:19]([CH3:25])([CH3:24])[O:18]2)[O:21][C:20]([CH3:23])([CH3:22])[C:19]([CH3:25])([CH3:24])[O:18]1.CC([O-])=O.[K+].C(Cl)Cl. The catalyst is CN(C=O)C. The product is [CH3:24][C:19]1([CH3:25])[C:20]([CH3:23])([CH3:22])[O:21][B:17]([C:2]2[CH:16]=[CH:15][C:5]([O:6][CH:7]3[CH2:12][CH2:11][N:10]([CH:13]=[O:14])[CH2:9][CH2:8]3)=[CH:4][CH:3]=2)[O:18]1. The yield is 0.850. (4) The reactants are [CH3:1][O:2][C:3]1[CH:12]=[C:11]2[C:6]([C:7]([O:13][CH2:14][C:15]3[N:19]4[CH:20]=[C:21]([C:24]5[CH2:29][CH2:28][N:27](C(OC(C)(C)C)=O)[CH2:26][CH:25]=5)[CH:22]=[CH:23][C:18]4=[N:17][N:16]=3)=[CH:8][CH:9]=[N:10]2)=[CH:5][CH:4]=1.Cl.C(N(CC)CC)C. The catalyst is CO. The product is [CH3:1][O:2][C:3]1[CH:12]=[C:11]2[C:6]([C:7]([O:13][CH2:14][C:15]3[N:19]4[CH:20]=[C:21]([C:24]5[CH2:29][CH2:28][NH:27][CH2:26][CH:25]=5)[CH:22]=[CH:23][C:18]4=[N:17][N:16]=3)=[CH:8][CH:9]=[N:10]2)=[CH:5][CH:4]=1. The yield is 0.420. (5) The reactants are [C:1]1([C@H:7]([N:9]2[CH2:13][CH2:12][C@H:11]([CH2:14][OH:15])[CH2:10]2)[CH3:8])[CH:6]=[CH:5][CH:4]=[CH:3][CH:2]=1.N1C=CN=C1.[C:21]([Si:25]([CH3:28])([CH3:27])Cl)([CH3:24])([CH3:23])[CH3:22].O. The catalyst is CN(C)C=O. The product is [Si:25]([O:15][CH2:14][C@H:11]1[CH2:12][CH2:13][N:9]([C@@H:7]([C:1]2[CH:2]=[CH:3][CH:4]=[CH:5][CH:6]=2)[CH3:8])[CH2:10]1)([C:21]([CH3:24])([CH3:23])[CH3:22])([CH3:28])[CH3:27]. The yield is 0.860. (6) The reactants are [NH2:1][C:2]1[S:3][C:4]2[C:10]([C:11]#[N:12])=[C:9]([O:13][C:14]3[CH:15]=[C:16]([NH:20][C:21](=[O:33])[C:22]4[CH:27]=[CH:26][CH:25]=[C:24]([C:28]([C:31]#[N:32])([CH3:30])[CH3:29])[CH:23]=4)[CH:17]=[CH:18][CH:19]=3)[CH:8]=[CH:7][C:5]=2[N:6]=1.[CH:34]1([C:37](Cl)=[O:38])[CH2:36][CH2:35]1. The catalyst is N1C=CC=CC=1. The product is [C:11]([C:10]1[C:4]2[S:3][C:2]([NH:1][C:37]([CH:34]3[CH2:36][CH2:35]3)=[O:38])=[N:6][C:5]=2[CH:7]=[CH:8][C:9]=1[O:13][C:14]1[CH:15]=[C:16]([NH:20][C:21](=[O:33])[C:22]2[CH:27]=[CH:26][CH:25]=[C:24]([C:28]([C:31]#[N:32])([CH3:30])[CH3:29])[CH:23]=2)[CH:17]=[CH:18][CH:19]=1)#[N:12]. The yield is 0.690. (7) The reactants are [N+:1]([C:4]1[CH:9]=[CH:8][C:7]([C:10]2[C:14]([C:15]3[CH:20]=[CH:19][N:18]=[C:17]4[NH:21][CH:22]=[CH:23][C:16]=34)=[CH:13][N:12]([CH2:24][C:25]([OH:27])=[O:26])[N:11]=2)=[CH:6][CH:5]=1)([O-])=O.[Sn].Cl.[C:30]1([N:36]=[C:37]=[O:38])[CH:35]=[CH:34][CH:33]=[CH:32][CH:31]=1. The catalyst is C(O)C. The product is [C:30]1([NH:36][C:37]([NH:1][C:4]2[CH:9]=[CH:8][C:7]([C:10]3[C:14]([C:15]4[CH:20]=[CH:19][N:18]=[C:17]5[NH:21][CH:22]=[CH:23][C:16]=45)=[CH:13][N:12]([CH2:24][C:25]([OH:27])=[O:26])[N:11]=3)=[CH:6][CH:5]=2)=[O:38])[CH:35]=[CH:34][CH:33]=[CH:32][CH:31]=1. The yield is 0.930. (8) The reactants are C([BH3-])#N.[Na+].[CH3:5][O:6][C:7]([C:9]1[CH:17]=[C:16]2[C:12]([CH:13]=[CH:14][NH:15]2)=[C:11]([O:18][CH3:19])[CH:10]=1)=[O:8].[OH-].[NH4+]. The catalyst is C(O)(=O)C.O. The product is [CH3:5][O:6][C:7]([C:9]1[CH:17]=[C:16]2[C:12]([CH2:13][CH2:14][NH:15]2)=[C:11]([O:18][CH3:19])[CH:10]=1)=[O:8]. The yield is 0.700. (9) The reactants are Br[C:2]1[CH:7]=[CH:6][CH:5]=[CH:4][C:3]=1[CH:8]([C:10]1[CH:11]=[N:12][CH:13]=[CH:14][CH:15]=1)[OH:9].C1COCC1.[Li]CCCC.[SiH:26](Cl)([CH3:28])[CH3:27]. The catalyst is CCOCC. The product is [CH3:27][Si:26]1([CH3:28])[C:2]2[CH:7]=[CH:6][CH:5]=[CH:4][C:3]=2[CH:8]([C:10]2[CH:11]=[N:12][CH:13]=[CH:14][CH:15]=2)[O:9]1. The yield is 0.490. (10) The reactants are [CH3:1][O:2][C@@H:3]([C@@H:21]1[CH2:25][CH2:24][CH2:23][N:22]1[C:26](=[O:45])[CH2:27][C@@H:28]([O:43][CH3:44])[C@@H:29]([N:34]([CH3:42])[C:35](=[O:41])[C@H:36]([CH:38]([CH3:40])[CH3:39])[NH2:37])[C@@H:30]([CH3:33])[CH2:31][CH3:32])[C@@H:4]([CH3:20])[C:5]([NH:7][C@H:8]([C:16]([O:18][CH3:19])=[O:17])[CH2:9][C:10]1[CH:15]=[CH:14][CH:13]=[CH:12][CH:11]=1)=[O:6].[CH:46]1[C:58]2[CH:57]([CH2:59][O:60][C:61]([NH:63][CH2:64][C:65]([CH3:70])([CH3:69])[C:66](O)=[O:67])=[O:62])[C:56]3[C:51](=[CH:52][CH:53]=[CH:54][CH:55]=3)[C:50]=2[CH:49]=[CH:48][CH:47]=1.CCN(C(C)C)C(C)C.CN(C(ON1N=NC2C=CC=NC1=2)=[N+](C)C)C.F[P-](F)(F)(F)(F)F. The catalyst is ClCCl. The product is [CH:55]1[C:56]2[CH:57]([CH2:59][O:60][C:61]([NH:63][CH2:64][C:65]([CH3:70])([CH3:69])[C:66]([NH:37][C@H:36]([C:35]([N:34]([CH3:42])[C@@H:29]([C@@H:30]([CH3:33])[CH2:31][CH3:32])[C@H:28]([O:43][CH3:44])[CH2:27][C:26]([N:22]3[CH2:23][CH2:24][CH2:25][C@H:21]3[C@H:3]([O:2][CH3:1])[C@@H:4]([CH3:20])[C:5]([NH:7][C@H:8]([C:16]([O:18][CH3:19])=[O:17])[CH2:9][C:10]3[CH:11]=[CH:12][CH:13]=[CH:14][CH:15]=3)=[O:6])=[O:45])=[O:41])[CH:38]([CH3:39])[CH3:40])=[O:67])=[O:62])[C:58]3[C:50](=[CH:49][CH:48]=[CH:47][CH:46]=3)[C:51]=2[CH:52]=[CH:53][CH:54]=1. The yield is 0.780.